From a dataset of Catalyst prediction with 721,799 reactions and 888 catalyst types from USPTO. Predict which catalyst facilitates the given reaction. (1) Reactant: [SH:1][C:2]1[NH:7][C:6](=[O:8])[C:5]([O:9]C2CCCCO2)=[CH:4][N:3]=1. Product: [OH:9][C:5]1[C:6](=[O:8])[NH:7][C:2]([SH:1])=[N:3][CH:4]=1. The catalyst class is: 82. (2) Reactant: [NH2:1][C@H:2]1[CH2:8][CH2:7][CH2:6][CH2:5][N:4]([CH2:9][C:10]([O:12][C:13]([CH3:16])([CH3:15])[CH3:14])=[O:11])[C:3]1=[O:17].[C:18](=[O:21])([O-])[O-:19].[Na+].[Na+].[CH2:24]1[CH2:28]O[CH2:26][CH2:25]1. Product: [CH:24]1[C:28]2[CH:2]([CH2:3][O:19][C:18]([NH:1][C@H:2]3[CH2:8][CH2:7][CH2:6][CH2:5][N:4]([CH2:9][C:10]([O:12][C:13]([CH3:14])([CH3:16])[CH3:15])=[O:11])[C:3]3=[O:17])=[O:21])[C:8]3[C:25](=[CH:26][CH:5]=[CH:6][CH:7]=3)[C:24]=2[CH:28]=[CH:26][CH:25]=1. The catalyst class is: 6.